From a dataset of Catalyst prediction with 721,799 reactions and 888 catalyst types from USPTO. Predict which catalyst facilitates the given reaction. (1) Reactant: [N+:1]([C:4]1[CH:5]=[N:6][CH:7]=[CH:8][C:9]=1[OH:10])([O-:3])=[O:2].C([O-])([O-])=O.[K+].[K+].I[CH:18]([CH3:20])[CH3:19]. Product: [CH:18]([O:10][C:9]1[CH:8]=[CH:7][N:6]=[CH:5][C:4]=1[N+:1]([O-:3])=[O:2])([CH3:20])[CH3:19]. The catalyst class is: 3. (2) Reactant: [CH3:1][N:2]1[CH2:7][CH2:6][N:5]([CH2:8][C:9]2[CH:40]=[CH:39][C:12]([C:13]([NH:15][C:16]3[S:17][CH:18]=[C:19]([C:21]4[CH:26]=[CH:25][CH:24]=[C:23]([C:27]#[C:28][Si](C(C)C)(C(C)C)C(C)C)[CH:22]=4)[N:20]=3)=[O:14])=[CH:11][CH:10]=2)[CH2:4][CH2:3]1.CCCC[N+](CCCC)(CCCC)CCCC.[F-]. Product: [C:27]([C:23]1[CH:22]=[C:21]([C:19]2[N:20]=[C:16]([NH:15][C:13](=[O:14])[C:12]3[CH:11]=[CH:10][C:9]([CH2:8][N:5]4[CH2:6][CH2:7][N:2]([CH3:1])[CH2:3][CH2:4]4)=[CH:40][CH:39]=3)[S:17][CH:18]=2)[CH:26]=[CH:25][CH:24]=1)#[CH:28]. The catalyst class is: 1. (3) The catalyst class is: 42. Product: [Br:18][C:17]1[C:7]([C:1]2[CH:2]=[CH:3][CH:4]=[CH:5][CH:6]=2)=[CH:8][C:9]2[NH:14][C:13](=[O:15])[CH2:12][O:11][C:10]=2[N:16]=1. Reactant: [C:1]1([C:7]2[CH:17]=[N:16][C:10]3[O:11][CH2:12][C:13](=[O:15])[NH:14][C:9]=3[CH:8]=2)[CH:6]=[CH:5][CH:4]=[CH:3][CH:2]=1.[Br:18]N1C(=O)CCC1=O. (4) Reactant: [CH3:1][O:2][C:3]1[CH:4]=[CH:5][C:6]2[O:10][C:9]([CH:11]=[O:12])=[C:8]([CH3:13])[C:7]=2[CH:14]=1.[CH2:15]([Mg]Br)[CH:16]([CH3:18])[CH3:17].[Cl-].[NH4+]. Product: [CH3:1][O:2][C:3]1[CH:4]=[CH:5][C:6]2[O:10][C:9]([CH:11]([OH:12])[CH2:15][CH:16]([CH3:18])[CH3:17])=[C:8]([CH3:13])[C:7]=2[CH:14]=1. The catalyst class is: 7.